This data is from Kinase inhibitor binding affinity data with 442 proteins and 68 drugs (Kd values). The task is: Regression. Given a target protein amino acid sequence and a drug SMILES string, predict the binding affinity score between them. We predict pKd (pKd = -log10(Kd in M); higher means stronger binding). Dataset: davis. (1) The compound is Cc1nc(Nc2ncc(C(=O)Nc3c(C)cccc3Cl)s2)cc(N2CCN(CCO)CC2)n1. The target protein (PCTK2) has sequence MKKFKRRLSLTLRGSQTIDESLSELAEQMTIEENSSKDNEPIVKNGRPPTSHSMHSFLHQYTGSFKKPPLRRPHSVIGGSLGSFMAMPRNGSRLDIVHENLKMGSDGESDQASGTSSDEVQSPTGVCLRNRIHRRISMEDLNKRLSLPADIRIPDGYLEKLQINSPPFDQPMSRRSRRASLSEIGFGKMETYIKLEKLGEGTYATVYKGRSKLTENLVALKEIRLEHEEGAPCTAIREVSLLKDLKHANIVTLHDIVHTDKSLTLVFEYLDKDLKQYMDDCGNIMSMHNVKLFLYQILRGLAYCHRRKVLHRDLKPQNLLINEKGELKLADFGLARAKSVPTKTYSNEVVTLWYRPPDVLLGSSEYSTQIDMWGVGCIFFEMASGRPLFPGSTVEDELHLIFRLLGTPSQETWPGISSNEEFKNYNFPKYKPQPLINHAPRLDSEGIELITKFLQYESKKRVSAEEAMKHVYFRSLGPRIHALPESVSIFSLKEIQLQKD.... The pKd is 5.0. (2) The drug is Cn1cnc2c(F)c(Nc3ccc(Br)cc3Cl)c(C(=O)NOCCO)cc21. The target protein (BTK) has sequence MAAVILESIFLKRSQQKKKTSPLNFKKRLFLLTVHKLSYYEYDFERGRRGSKKGSIDVEKITCVETVVPEKNPPPERQIPRRGEESSEMEQISIIERFPYPFQVVYDEGPLYVFSPTEELRKRWIHQLKNVIRYNSDLVQKYHPCFWIDGQYLCCSQTAKNAMGCQILENRNGSLKPGSSHRKTKKPLPPTPEEDQILKKPLPPEPAAAPVSTSELKKVVALYDYMPMNANDLQLRKGDEYFILEESNLPWWRARDKNGQEGYIPSNYVTEAEDSIEMYEWYSKHMTRSQAEQLLKQEGKEGGFIVRDSSKAGKYTVSVFAKSTGDPQGVIRHYVVCSTPQSQYYLAARNCLVNDQGVVKVSDFGLSRYVLDDEYTSSVGSKFPVRWSPPEVLMYSKFSSKSDIWAFGVLMWEIYSLGKMPYERFTNSETAEHIAQGLRLYRPHLASEKVYTIMYSCWHEKADERPTFKILLSNILDVMDEES. The pKd is 5.0.